This data is from Reaction yield outcomes from USPTO patents with 853,638 reactions. The task is: Predict the reaction yield, written as a fraction of the theoretical maximum amount of product (1.0 means a 100% yield; for example, 0.34 means a 34% yield). The reactants are [NH2:1][C:2]1[CH:3]=[C:4]([Cl:22])[C:5]([S:11][C:12]2[S:13][C:14]3[CH:20]=[CH:19][C:18]([Cl:21])=[CH:17][C:15]=3[N:16]=2)=[C:6]([C:8](=[O:10])[CH3:9])[CH:7]=1.[Cl:23][C:24]1[CH:29]=[C:28]([C:30]([F:33])([F:32])[F:31])[CH:27]=[CH:26][C:25]=1[S:34](Cl)(=[O:36])=[O:35]. The catalyst is N1C=CC=CC=1. The product is [C:8]([C:6]1[CH:7]=[C:2]([NH:1][S:34]([C:25]2[CH:26]=[CH:27][C:28]([C:30]([F:31])([F:32])[F:33])=[CH:29][C:24]=2[Cl:23])(=[O:36])=[O:35])[CH:3]=[C:4]([Cl:22])[C:5]=1[S:11][C:12]1[S:13][C:14]2[CH:20]=[CH:19][C:18]([Cl:21])=[CH:17][C:15]=2[N:16]=1)(=[O:10])[CH3:9]. The yield is 0.720.